From a dataset of Full USPTO retrosynthesis dataset with 1.9M reactions from patents (1976-2016). Predict the reactants needed to synthesize the given product. Given the product [C:1]([N:6]1[CH2:7][CH2:8][C:9](=[O:12])[CH:10]([Br:13])[CH2:11]1)([O:3][CH2:4][CH3:5])=[O:2], predict the reactants needed to synthesize it. The reactants are: [C:1]([N:6]1[CH2:11][CH2:10][C:9](=[O:12])[CH2:8][CH2:7]1)([O:3][CH2:4][CH3:5])=[O:2].[Br:13]Br.